From a dataset of Catalyst prediction with 721,799 reactions and 888 catalyst types from USPTO. Predict which catalyst facilitates the given reaction. (1) Reactant: F[C:2]1[CH:7]=[CH:6][CH:5]=[CH:4][C:3]=1[N+:8]([O-:10])=[O:9].[CH3:11][O:12][C:13]1[CH:19]=[CH:18][C:16]([NH2:17])=[C:15]([CH3:20])[CH:14]=1.C(=O)([O-])[O-].[K+].[K+]. Product: [CH3:11][O:12][C:13]1[CH:19]=[CH:18][C:16]([NH:17][C:2]2[CH:7]=[CH:6][CH:5]=[CH:4][C:3]=2[N+:8]([O-:10])=[O:9])=[C:15]([CH3:20])[CH:14]=1. The catalyst class is: 6. (2) Reactant: [CH2:1]([NH:8][C:9]1[CH:10]=[C:11]([CH:15]=[CH:16][CH:17]=1)[C:12]([OH:14])=O)[C:2]1[CH:7]=[CH:6][CH:5]=[CH:4][CH:3]=1.CN(C(ON1N=[N:33][C:28]2[CH:29]=CC=N[C:27]1=2)=[N+](C)C)C.F[P-](F)(F)(F)(F)F.C(N(C(C)C)CC)(C)C.C(N)(C)C. Product: [CH2:1]([NH:8][C:9]1[CH:10]=[C:11]([CH:15]=[CH:16][CH:17]=1)[C:12]([NH:33][CH:28]([CH3:29])[CH3:27])=[O:14])[C:2]1[CH:3]=[CH:4][CH:5]=[CH:6][CH:7]=1. The catalyst class is: 10. (3) Reactant: C(OC([N:8]1[CH2:17][CH2:16][C:15]2[C:10](=[CH:11][C:12]([C:18](=[O:38])[NH:19][CH:20]3[C:26]4=[N:27][C:28]([C:32]5[CH:37]=[CH:36][N:35]=[CH:34][N:33]=5)=[CH:29][C:30](=[O:31])[N:25]4[CH2:24][CH2:23][O:22][CH2:21]3)=[CH:13][CH:14]=2)[CH2:9]1)=O)(C)(C)C.[ClH:39]. Product: [ClH:39].[O:31]=[C:30]1[N:25]2[C:26]([CH:20]([NH:19][C:18]([C:12]3[CH:11]=[C:10]4[C:15]([CH2:16][CH2:17][NH:8][CH2:9]4)=[CH:14][CH:13]=3)=[O:38])[CH2:21][O:22][CH2:23][CH2:24]2)=[N:27][C:28]([C:32]2[CH:37]=[CH:36][N:35]=[CH:34][N:33]=2)=[CH:29]1. The catalyst class is: 4. (4) Reactant: C[O:2][CH:3](OC)[C:4]1[CH:9]=[CH:8][C:7]([C@@H:10]2[C:33]3[C@@H:17]([CH2:18][CH2:19][C@:20]4(O)[C:32]=3[CH2:31][CH2:30][C:22]3(OCC(C)(C)C[O:23]3)[CH2:21]4)[C@H:16]3[C@@:12]([CH3:43])([C@@:13]([C:36]([F:42])([F:41])[C:37]([F:40])([F:39])[F:38])([OH:35])[CH2:14][CH2:15]3)[CH2:11]2)=[CH:6][CH:5]=1. Product: [OH:35][C@@:13]1([C:36]([F:41])([F:42])[C:37]([F:38])([F:39])[F:40])[CH2:14][CH2:15][C@H:16]2[C@H:17]3[C:33]([C@@H:10]([C:7]4[CH:6]=[CH:5][C:4]([CH:3]=[O:2])=[CH:9][CH:8]=4)[CH2:11][C@:12]12[CH3:43])=[C:32]1[C:20](=[CH:21][C:22](=[O:23])[CH2:30][CH2:31]1)[CH2:19][CH2:18]3. The catalyst class is: 15. (5) Reactant: [C:1]1([C@@H:7]2[CH2:9][C@H:8]2[C:10](Cl)=[O:11])[CH:6]=[CH:5][CH:4]=[CH:3][CH:2]=1.[Cl:13][C:14]1[N:19]2[N:20]=[C:21]([CH3:23])[CH:22]=[C:18]2[N:17]=[C:16]([NH2:24])[CH:15]=1. Product: [Cl:13][C:14]1[N:19]2[N:20]=[C:21]([CH3:23])[CH:22]=[C:18]2[N:17]=[C:16]([NH:24][C:10]([CH:8]2[CH2:9][CH:7]2[C:1]2[CH:6]=[CH:5][CH:4]=[CH:3][CH:2]=2)=[O:11])[CH:15]=1. The catalyst class is: 17. (6) Reactant: [Br:1][C:2]1[CH:3]=[CH:4][C:5]([O:17][CH3:18])=[C:6]2[C:11]=1[NH:10][C:9](=[O:12])[CH:8]=[C:7]2[CH2:13][C:14](O)=[O:15].B. Product: [Br:1][C:2]1[CH:3]=[CH:4][C:5]([O:17][CH3:18])=[C:6]2[C:11]=1[NH:10][C:9](=[O:12])[CH:8]=[C:7]2[CH2:13][CH2:14][OH:15]. The catalyst class is: 1. (7) Reactant: Br[CH2:2][CH2:3][CH2:4][CH2:5][CH2:6][C:7]([O:9]CC)=[O:8].[CH3:12][O:13][C:14]1[CH:19]=[CH:18][CH:17]=[CH:16][C:15]=1[SH:20].[OH-].[K+].[OH-].[Na+]. Product: [CH3:12][O:13][C:14]1[CH:19]=[CH:18][CH:17]=[CH:16][C:15]=1[S:20][CH2:2][CH2:3][CH2:4][CH2:5][CH2:6][C:7]([OH:9])=[O:8]. The catalyst class is: 97.